Dataset: Experimentally validated miRNA-target interactions with 360,000+ pairs, plus equal number of negative samples. Task: Binary Classification. Given a miRNA mature sequence and a target amino acid sequence, predict their likelihood of interaction. (1) The miRNA is rno-miR-135b-5p with sequence UAUGGCUUUUCAUUCCUAUGUGA. Result: 0 (no interaction). The protein sequence of the target gene is MHLRIHPRRSPPRRPAWTLGIWSLFWGCIVSSVWSSSNVASSSSSSPGSHSQQEHHFHGSKHHSVPISIYRSPVSLRGGHAGATYIFGKSGGLILYTWPANDRPSTRSDRLAVGFSTTVKDGILVRIDSAPGLGDFLQLHIEQGKIGVVFNIGTVDISIKEERTPVNDGKYHVVRFTRNGGNATLQVDNWPVNEHYPTGNTDNERLQMVKQKIPFKYNRPVEEWLQEKGRQLTIFNTQAQIAIGGKDKGRLFQGQLSGLYYDGLKVLNMAAENNPNIKINGSVRLVGEVPSVSGTTQTTS.... (2) The miRNA is hsa-miR-7110-5p with sequence UGGGGGUGUGGGGAGAGAGAG. The protein sequence of the target gene is MAAWGKKHAGKDPVRDECEERNRFTETREEDVTDEHGEREPFAETDEHTGANTKKPEDTAEDLTAKRKRMKMDKTCSKTKNKSKHALRKKQLKRQKRDYIHSLKLLNVLEEYITDEQKEEEEEEGEEEELIRIFQEQQKKWQQYRSVRRERLKEMKLLRDQFVKALEDFEDLCDRVFSDEDSELDN. Result: 0 (no interaction). (3) Result: 0 (no interaction). The miRNA is mmu-miR-880-3p with sequence UACUCCAUCCUCUCUGAGUAGA. The protein sequence of the target gene is MAAPCVSYGGAVSYRLLLWGRGSLARKQGLWKTAAPELQTNVRSQILRLRHTAFVIPKKNVPTSKRETYTEDFIKKQIEEFNIGKRHLANMMGEDPETFTQEDIDRAIAYLFPSGLFEKRARPVMKHPEQIFPRQRAIQWGEDGRPFHYLFYTGKQSYYSLMHDVYGMLLNLEKHQSHLQAKSLLPEKTVTRDVIGSRWLIKEELEEMLVEKLSDLDYMQFIRLLEKLLTSQCGAAEEEFVQRFRRSVTLESKKQLIEPVQYDEQGMAFSKSEGKRKTAKAEAIVYKHGSGRIKVNGIDY.... (4) The miRNA is hsa-miR-25-5p with sequence AGGCGGAGACUUGGGCAAUUG. The protein sequence of the target gene is MLCPWQFAFKPHAVKNQSSEEKDINNNVEKDVKVHSFVKDDAKLHSLSKKQMKMSPIITSAEKHPQNGIKASNQISRCPRHVKVRNMENGSSLLDTLHLTAKEVINCRTRACQGALMTPKGLVRSTRDGPVPPAELLPQAVDFVKQYYSSFKELKIEEHLARLETVTKEIETTGTYHLTKDELIFAAKQAWRNAPRCIGRIQWSNLQVFDARDCKTAKEMFEYICRHIQYATNNGNIRSAITIFPQRTDGKHDFRVWNSQLIRYAGYQMPDGSVIGDPASVEFTKLCIELGWKPKYGRFD.... Result: 0 (no interaction). (5) The miRNA is mmu-let-7b-5p with sequence UGAGGUAGUAGGUUGUGUGGUU. The protein sequence of the target gene is MDSPCQPQALNQALPQLPGSVSESLESSRARMGVESYLPCPLLPAYHRPGASGEASAGNGTPRTTATATTTTASPLREGFGGQDGGELWPLQSEGAAALVTKECQRLAAQGARPEAPKRKWAKDGGDAPSPSKRPWARQENQEAKGESGMGCDSGASNSSSSSSNTTSSSGEASARLREEVQPSAPERLALDYIVPCMRYYGICVKDNFLGAVLGGRVLAEVEALKWGGRLRDGQLVSQRAIPPRSIRGDQIAWVEGHEPGCRSIGALMAHVDAVIRHCAGRLGNYVINGRTKAMVACYP.... Result: 1 (interaction).